This data is from Reaction yield outcomes from USPTO patents with 853,638 reactions. The task is: Predict the reaction yield, written as a fraction of the theoretical maximum amount of product (1.0 means a 100% yield; for example, 0.34 means a 34% yield). (1) The reactants are [OH:1][CH2:2][C:3]1([C:18]2[CH:19]=[N:20][CH:21]=[CH:22][C:23]=2O)[C:11]2[C:6](=[CH:7][CH:8]=[CH:9][CH:10]=2)[N:5]([CH2:12][CH2:13][CH2:14][CH2:15][CH3:16])[C:4]1=[O:17].C1(P(C2C=CC=CC=2)C2C=CC=CC=2)C=CC=CC=1.N(C(OCC)=O)=NC(OCC)=O. The catalyst is O1CCCC1. The product is [CH2:12]([N:5]1[C:6]2[C:11](=[CH:10][CH:9]=[CH:8][CH:7]=2)[C:3]2([C:18]3[CH:19]=[N:20][CH:21]=[CH:22][C:23]=3[O:1][CH2:2]2)[C:4]1=[O:17])[CH2:13][CH2:14][CH2:15][CH3:16]. The yield is 0.710. (2) The reactants are [O-]P([O-])([O-])=O.[K+].[K+].[K+].[CH2:9]([NH2:16])[C:10]1[CH:15]=[CH:14][CH:13]=[CH:12][CH:11]=1.[Cl:17][C:18]1[CH:23]=[CH:22][C:21](I)=[CH:20][CH:19]=1.C(O)CO. The catalyst is [Cu]I.CCCCCC.C(OCC)(=O)C.CC(O)C. The product is [Cl:17][C:18]1[CH:23]=[CH:22][C:21]([NH:16][CH2:9][C:10]2[CH:15]=[CH:14][CH:13]=[CH:12][CH:11]=2)=[CH:20][CH:19]=1. The yield is 0.840. (3) The reactants are C(O[C:4](=[O:14])[C:5](CC)(Br)[C:6]([O:8][CH2:9][CH3:10])=[O:7])C.[C:15]([NH2:18])(=[S:17])[CH3:16]. The catalyst is C1(C)C=CC=CC=1. The product is [CH2:9]([O:8][C:6]([C:5]1[S:17][C:15]([CH3:16])=[N:18][C:4]=1[OH:14])=[O:7])[CH3:10]. The yield is 0.290. (4) The reactants are [I:1][C:2]1[CH:10]=[CH:9][C:5]([C:6](Cl)=[O:7])=[CH:4][CH:3]=1.[Al+3].[Cl-].[Cl-].[Cl-].[CH3:15][O:16][C:17]1[CH:22]=[CH:21][CH:20]=[CH:19][CH:18]=1. The catalyst is [N+](C1C=CC=CC=1)([O-])=O. The product is [I:1][C:2]1[CH:10]=[CH:9][C:5]([C:6]([C:20]2[CH:21]=[CH:22][C:17]([O:16][CH3:15])=[CH:18][CH:19]=2)=[O:7])=[CH:4][CH:3]=1. The yield is 0.880. (5) The reactants are C([N:4]1[C:12]2[C:7](=[CH:8][CH:9]=[CH:10][CH:11]=2)[C:6]([CH3:14])([CH3:13])[C:5]1=[O:15])(=O)C. The catalyst is S(=O)(=O)(O)O.C1COCC1.CCOCC. The product is [CH3:13][C:6]1([CH3:14])[C:7]2[C:12](=[CH:11][CH:10]=[CH:9][CH:8]=2)[NH:4][C:5]1=[O:15]. The yield is 0.570.